Dataset: Forward reaction prediction with 1.9M reactions from USPTO patents (1976-2016). Task: Predict the product of the given reaction. (1) Given the reactants [CH3:1][N:2]1[CH:10]=[C:9]2[C:4]([NH:5][CH:6]=[CH:7][C:8]2=O)=[N:3]1.P(Cl)(Cl)([Cl:14])=O.[OH-].[Na+], predict the reaction product. The product is: [Cl:14][C:8]1[C:9]2[C:4](=[N:3][N:2]([CH3:1])[CH:10]=2)[N:5]=[CH:6][CH:7]=1. (2) Given the reactants [CH:1]1(B(O)O)[CH2:3][CH2:2]1.[CH3:7][O:8][C:9]([C:11]1[O:12][C:13](Br)=[CH:14][CH:15]=1)=[O:10].P(C1CCCCC1)(C1CCCCC1)C1CCCCC1.[O-]P([O-])([O-])=O.[K+].[K+].[K+], predict the reaction product. The product is: [CH3:7][O:8][C:9]([C:11]1[O:12][C:13]([CH:1]2[CH2:2][CH2:3]2)=[CH:14][CH:15]=1)=[O:10]. (3) Given the reactants [CH3:1][C:2]1[CH:7]=[CH:6][C:5]([S:8]([O:11][CH2:12][CH:13]2[CH2:17][C:16]3[CH:18]=[C:19]([CH2:23][CH3:24])[CH:20]=[C:21](Br)[C:15]=3[O:14]2)(=[O:10])=[O:9])=[CH:4][CH:3]=1.C[C:26]1[CH:31]=[CH:30][CH:29]=[CH:28][C:27]=1B(O)O.C(C1C=CC=CC=1B1OC(C)(C)C(C)(C)O1)(C)C, predict the reaction product. The product is: [CH3:1][C:2]1[CH:7]=[CH:6][C:5]([S:8]([O:11][CH2:12][CH:13]2[CH2:17][C:16]3[CH:18]=[C:19]([CH2:23][CH3:24])[CH:20]=[C:21]([C:26]4[CH:31]=[CH:30][CH:29]=[CH:28][CH:27]=4)[C:15]=3[O:14]2)(=[O:10])=[O:9])=[CH:4][CH:3]=1. (4) Given the reactants [F:1][C:2]1[CH:3]=[C:4]([CH:28]=[C:29]([F:42])[C:30]=1[O:31][Si:32]([CH:39]([CH3:41])[CH3:40])([CH:36]([CH3:38])[CH3:37])[CH:33]([CH3:35])[CH3:34])[CH2:5][CH:6](/[CH:19]=[CH:20]/[C:21]1[CH:26]=[CH:25][CH:24]=[CH:23][C:22]=1[OH:27])[CH2:7][CH2:8][C:9]1[CH:18]=[CH:17][C:12]([C:13]([O:15][CH3:16])=[O:14])=[CH:11][CH:10]=1.[C:43]([C:47]1[CH:54]=[CH:53][C:50]([CH2:51]Br)=[CH:49][CH:48]=1)([CH3:46])([CH3:45])[CH3:44].C(=O)([O-])[O-].[K+].[K+], predict the reaction product. The product is: [C:43]([C:47]1[CH:48]=[CH:49][C:50]([CH2:51][O:27][C:22]2[CH:23]=[CH:24][CH:25]=[CH:26][C:21]=2/[CH:20]=[CH:19]/[CH:6]([CH2:5][C:4]2[CH:28]=[C:29]([F:42])[C:30]([O:31][Si:32]([CH:36]([CH3:38])[CH3:37])([CH:39]([CH3:41])[CH3:40])[CH:33]([CH3:34])[CH3:35])=[C:2]([F:1])[CH:3]=2)[CH2:7][CH2:8][C:9]2[CH:10]=[CH:11][C:12]([C:13]([O:15][CH3:16])=[O:14])=[CH:17][CH:18]=2)=[CH:53][CH:54]=1)([CH3:46])([CH3:44])[CH3:45]. (5) Given the reactants [CH2:1]([NH:3][C:4]1[C:9]([C:10](O)=[O:11])=[CH:8][N:7]=[C:6]([S:13][CH3:14])[N:5]=1)[CH3:2].C(N(CC)CC)C.N1C(F)=NC(F)=NC=1[F:24], predict the reaction product. The product is: [CH2:1]([NH:3][C:4]1[C:9]([C:10]([F:24])=[O:11])=[CH:8][N:7]=[C:6]([S:13][CH3:14])[N:5]=1)[CH3:2].